Dataset: Full USPTO retrosynthesis dataset with 1.9M reactions from patents (1976-2016). Task: Predict the reactants needed to synthesize the given product. (1) Given the product [CH3:26][C:21]1([CH3:27])[C:22]([CH3:25])([CH3:24])[O:23][B:19]([C:2]2[CH:7]=[CH:6][C:5]([CH:8]([NH:11][C:12](=[O:18])[O:13][C:14]([CH3:17])([CH3:16])[CH3:15])[CH2:9][CH3:10])=[CH:4][CH:3]=2)[O:20]1, predict the reactants needed to synthesize it. The reactants are: Br[C:2]1[CH:7]=[CH:6][C:5]([CH:8]([NH:11][C:12](=[O:18])[O:13][C:14]([CH3:17])([CH3:16])[CH3:15])[CH2:9][CH3:10])=[CH:4][CH:3]=1.[B:19]1([B:19]2[O:23][C:22]([CH3:25])([CH3:24])[C:21]([CH3:27])([CH3:26])[O:20]2)[O:23][C:22]([CH3:25])([CH3:24])[C:21]([CH3:27])([CH3:26])[O:20]1. (2) Given the product [F:28][C:29]1[CH:30]=[C:31]2[C:35](=[CH:36][CH:37]=1)[NH:34][CH:33]=[C:32]2[C@H:38]1[CH2:43][CH2:42][C@H:41]([NH:44][CH2:16][C@@H:13]2[O:12][C:8]3=[C:9]4[C:4](=[CH:5][CH:6]=[C:7]3[O:15][CH2:14]2)[N:3]=[C:2]([CH3:1])[CH:11]=[CH:10]4)[CH2:40][CH2:39]1, predict the reactants needed to synthesize it. The reactants are: [CH3:1][C:2]1[CH:11]=[CH:10][C:9]2[C:4](=[CH:5][CH:6]=[C:7]3[O:15][CH2:14][CH:13]([CH2:16]OS(C4C=CC(C)=CC=4)(=O)=O)[O:12][C:8]3=2)[N:3]=1.[F:28][C:29]1[CH:30]=[C:31]2[C:35](=[CH:36][CH:37]=1)[NH:34][CH:33]=[C:32]2[C@H:38]1[CH2:43][CH2:42][C@H:41]([NH2:44])[CH2:40][CH2:39]1. (3) Given the product [CH3:23][C:20]1[CH:21]=[CH:22][C:17]([C:2]2[CH:11]=[C:10]([S:12]([CH3:15])(=[O:14])=[O:13])[CH:9]=[C:4]([C:5]([O:7][CH3:8])=[O:6])[CH:3]=2)=[CH:18][CH:19]=1, predict the reactants needed to synthesize it. The reactants are: Br[C:2]1[CH:3]=[C:4]([CH:9]=[C:10]([S:12]([CH3:15])(=[O:14])=[O:13])[CH:11]=1)[C:5]([O:7][CH3:8])=[O:6].B(O)(O)[C:17]1[CH:18]=[CH:19][C:20]([CH3:23])=[CH:21][CH:22]=1.C1(C)C=CC=CC=1.C(=O)([O-])[O-].[Cs+].[Cs+].